This data is from Full USPTO retrosynthesis dataset with 1.9M reactions from patents (1976-2016). The task is: Predict the reactants needed to synthesize the given product. (1) Given the product [CH3:11][O:12][C:13]1[CH:18]=[C:17]([CH2:19][NH:4][C:3]2[CH:5]=[CH:6][CH:7]=[CH:8][C:2]=2[C:1]([OH:10])=[O:9])[CH:16]=[CH:15][N:14]=1, predict the reactants needed to synthesize it. The reactants are: [C:1]([OH:10])(=[O:9])[C:2]1[C:3](=[CH:5][CH:6]=[CH:7][CH:8]=1)[NH2:4].[CH3:11][O:12][C:13]1[CH:18]=[C:17]([CH:19]=O)[CH:16]=[CH:15][N:14]=1.C1(C)C=CC(S(O)(=O)=O)=CC=1.[BH4-].[Na+]. (2) Given the product [C:9]([O:8][C:6]([N:13]1[CH2:18][CH2:17][N:16]([S:2]([CH3:1])(=[O:4])=[O:3])[CH2:15][CH2:14]1)=[O:7])([CH3:12])([CH3:10])[CH3:11], predict the reactants needed to synthesize it. The reactants are: [CH3:1][S:2](Cl)(=[O:4])=[O:3].[C:6]([N:13]1[CH2:18][CH2:17][NH:16][CH2:15][CH2:14]1)([O:8][C:9]([CH3:12])([CH3:11])[CH3:10])=[O:7].N1C=CC=CC=1. (3) Given the product [C:20]([C:23]1[CH:28]=[C:27]([C:2]2[CH:19]=[CH:18][C:5]([CH2:6][O:7][C:8]3[CH:16]=[CH:15][C:11]([C:12]([OH:14])=[O:13])=[C:10]([OH:17])[CH:9]=3)=[CH:4][CH:3]=2)[CH:26]=[CH:25][CH:24]=1)(=[O:22])[CH3:21], predict the reactants needed to synthesize it. The reactants are: Br[C:2]1[CH:19]=[CH:18][C:5]([CH2:6][O:7][C:8]2[CH:16]=[CH:15][C:11]([C:12]([OH:14])=[O:13])=[C:10]([OH:17])[CH:9]=2)=[CH:4][CH:3]=1.[C:20]([C:23]1[CH:24]=[C:25](B(O)O)[CH:26]=[CH:27][CH:28]=1)(=[O:22])[CH3:21].C([O-])([O-])=O.[Na+].[Na+]. (4) Given the product [N:1]1[C:9]2[C:4](=[N:5][CH:6]=[CH:7][CH:8]=2)[S:3][C:2]=1[C:10]1[CH:15]=[CH:14][CH:13]=[CH:12][C:11]=1[NH:16][C:17]([C:19]1[CH:24]=[C:23]([C:34]#[C:33][CH2:32][OH:35])[N:22]=[C:21]([C:26]2[CH:31]=[CH:30][CH:29]=[CH:28][CH:27]=2)[N:20]=1)=[O:18], predict the reactants needed to synthesize it. The reactants are: [N:1]1[C:9]2[C:4](=[N:5][CH:6]=[CH:7][CH:8]=2)[S:3][C:2]=1[C:10]1[CH:15]=[CH:14][CH:13]=[CH:12][C:11]=1[NH:16][C:17]([C:19]1[CH:24]=[C:23](Cl)[N:22]=[C:21]([C:26]2[CH:31]=[CH:30][CH:29]=[CH:28][CH:27]=2)[N:20]=1)=[O:18].[CH2:32]([OH:35])[C:33]#[CH:34].C(N(CC)CC)C. (5) The reactants are: [H-].[Na+].[C:3]([O:9][CH2:10][CH3:11])(=[O:8])[CH2:4][C:5]([CH3:7])=[O:6].Br[CH2:13][C:14]([C:16]1[CH:21]=[CH:20][CH:19]=[CH:18][CH:17]=1)=[O:15]. Given the product [C:5]([CH:4]([CH2:13][C:14](=[O:15])[C:16]1[CH:21]=[CH:20][CH:19]=[CH:18][CH:17]=1)[C:3]([O:9][CH2:10][CH3:11])=[O:8])(=[O:6])[CH3:7], predict the reactants needed to synthesize it. (6) Given the product [NH2:20][C:10]1[N:9]([C:6]2[CH:7]=[CH:8][C:3]([O:2][CH3:1])=[CH:4][C:5]=2[CH3:21])[C:22](=[O:25])[CH:23]=[CH:24][C:11]=1[C:12](=[O:19])[C:13]1[CH:14]=[CH:15][CH:16]=[CH:17][CH:18]=1, predict the reactants needed to synthesize it. The reactants are: [CH3:1][O:2][C:3]1[CH:8]=[CH:7][C:6]([NH:9][C:10](=[NH:20])[CH2:11][C:12](=[O:19])[C:13]2[CH:18]=[CH:17][CH:16]=[CH:15][CH:14]=2)=[C:5]([CH3:21])[CH:4]=1.[C:22](OC)(=[O:25])[C:23]#[CH:24].C(OCC)C. (7) Given the product [CH2:1]([NH:8][CH2:9][CH2:10][CH:11]([OH:24])[CH2:12][C:13]1[CH:18]=[CH:17][C:16]([F:19])=[CH:15][CH:14]=1)[C:2]1[CH:3]=[CH:4][CH:5]=[CH:6][CH:7]=1, predict the reactants needed to synthesize it. The reactants are: [CH2:1]([NH:8][CH2:9][CH2:10]/[CH:11]=[CH:12]/[C:13]1[CH:18]=[CH:17][C:16]([F:19])=[CH:15][CH:14]=1)[C:2]1[CH:7]=[CH:6][CH:5]=[CH:4][CH:3]=1.B.C1C[O:24]CC1.II.[OH-].[Na+].OO. (8) Given the product [C:1]([O:5][C:6](=[O:43])[NH:7][C@H:8]1[CH2:13][CH2:12][C@H:11]([NH:14][C:15]2[N:23]=[C:22]3[C:18]([N:19]=[CH:20][N:21]3[CH:24]3[CH2:28][CH2:27][CH:26]=[CH:25]3)=[C:17]([NH:29][CH:30]3[CH2:31][CH2:32][NH:33][CH2:34][CH2:35]3)[N:16]=2)[CH2:10][CH2:9]1)([CH3:4])([CH3:2])[CH3:3], predict the reactants needed to synthesize it. The reactants are: [C:1]([O:5][C:6](=[O:43])[NH:7][C@H:8]1[CH2:13][CH2:12][C@H:11]([NH:14][C:15]2[N:23]=[C:22]3[C:18]([N:19]=[CH:20][N:21]3[CH:24]3[CH2:28][CH2:27][CH:26]=[CH:25]3)=[C:17]([NH:29][CH:30]3[CH2:35][CH2:34][N:33](CC4C=CC=CC=4)[CH2:32][CH2:31]3)[N:16]=2)[CH2:10][CH2:9]1)([CH3:4])([CH3:3])[CH3:2].C([O-])=O.[NH4+].